This data is from Reaction yield outcomes from USPTO patents with 853,638 reactions. The task is: Predict the reaction yield, written as a fraction of the theoretical maximum amount of product (1.0 means a 100% yield; for example, 0.34 means a 34% yield). The yield is 0.880. The product is [CH2:19]([O:18][C:16](=[O:17])[NH:15][CH:12]1[CH2:13][CH2:14][NH:9][CH2:10][CH2:11]1)[C:20]1[CH:25]=[CH:24][CH:23]=[CH:22][CH:21]=1. The reactants are Cl.C(OC([N:9]1[CH2:14][CH2:13][CH:12]([NH:15][C:16]([O:18][CH2:19][C:20]2[CH:25]=[CH:24][CH:23]=[CH:22][CH:21]=2)=[O:17])[CH2:11][CH2:10]1)=O)(C)(C)C. The catalyst is O1CCOCC1.